This data is from Full USPTO retrosynthesis dataset with 1.9M reactions from patents (1976-2016). The task is: Predict the reactants needed to synthesize the given product. (1) Given the product [CH2:1]([O:5][C:6]1[C:15]2[C:10](=[CH:11][CH:12]=[C:13]([F:16])[CH:14]=2)[C:9](=[O:17])[N:8]([CH2:18][C:19]([CH3:22])([CH3:21])[CH3:20])[C:7]=1[CH2:23][NH:24][C:51](=[O:52])[O:53][C:54]([CH3:55])([CH3:56])[CH3:57])[CH2:2][CH2:3][CH3:4], predict the reactants needed to synthesize it. The reactants are: [CH2:1]([O:5][C:6]1[C:15]2[C:10](=[CH:11][CH:12]=[C:13]([F:16])[CH:14]=2)[C:9](=[O:17])[N:8]([CH2:18][C:19]([CH3:22])([CH3:21])[CH3:20])[C:7]=1[CH2:23][N:24]1C(=O)C2C(=CC=CC=2)C1=O)[CH2:2][CH2:3][CH3:4].O.NN.C(=O)([O-])O.[Na+].[C:51](O[C:51]([O:53][C:54]([CH3:57])([CH3:56])[CH3:55])=[O:52])([O:53][C:54]([CH3:57])([CH3:56])[CH3:55])=[O:52]. (2) The reactants are: Br[C:2]1[CH:7]=[CH:6][C:5]([NH:8][CH2:9][CH2:10][N:11]2[CH2:16][CH2:15][O:14][CH2:13][CH2:12]2)=[CH:4][C:3]=1[CH3:17].CC1(C)C(C)(C)OBO1.CCN(CC)CC.[C:34]([O:38][C:39](=[O:60])[NH:40][C:41]([C:43]1[S:44][C:45]([S:58][CH3:59])=[C:46]([S:48]([C:51]2[CH:56]=[CH:55][CH:54]=[C:53](Br)[CH:52]=2)(=[O:50])=[O:49])[CH:47]=1)=[NH:42])([CH3:37])([CH3:36])[CH3:35].C([O-])([O-])=O.[Na+].[Na+]. Given the product [C:34]([O:38][C:39](=[O:60])[NH:40][C:41](=[NH:42])[C:43]1[S:44][C:45]([S:58][CH3:59])=[C:46]([S:48]([C:51]2[CH:56]=[C:55]([C:2]3[CH:7]=[CH:6][C:5]([NH:8][CH2:9][CH2:10][N:11]4[CH2:16][CH2:15][O:14][CH2:13][CH2:12]4)=[CH:4][C:3]=3[CH3:17])[CH:54]=[CH:53][CH:52]=2)(=[O:50])=[O:49])[CH:47]=1)([CH3:37])([CH3:35])[CH3:36], predict the reactants needed to synthesize it. (3) Given the product [Br:28][C:26]1[N:27]=[C:23]([CH:11]2[CH2:14][N:13]([C:15]([O:17][C:18]([CH3:21])([CH3:20])[CH3:19])=[O:16])[CH2:12]2)[S:24][CH:25]=1, predict the reactants needed to synthesize it. The reactants are: BrCCBr.Cl[Si](C)(C)C.I[CH:11]1[CH2:14][N:13]([C:15]([O:17][C:18]([CH3:21])([CH3:20])[CH3:19])=[O:16])[CH2:12]1.Br[C:23]1[S:24][CH:25]=[C:26]([Br:28])[N:27]=1.